Predict the product of the given reaction. From a dataset of Forward reaction prediction with 1.9M reactions from USPTO patents (1976-2016). (1) Given the reactants [CH3:1][C:2]1[C:7]([CH3:8])=[CH:6][CH:5]=[CH:4][C:3]=1[OH:9].Br[C:11]([CH3:18])([CH3:17])[C:12]([O:14][CH2:15][CH3:16])=[O:13].C(=O)([O-])[O-].[K+].[K+].O, predict the reaction product. The product is: [CH3:1][C:2]1[C:7]([CH3:8])=[CH:6][CH:5]=[CH:4][C:3]=1[O:9][C:11]([CH3:18])([CH3:17])[C:12]([O:14][CH2:15][CH3:16])=[O:13]. (2) The product is: [Br:15][C:16]1[CH:23]=[CH:22][C:19]([C:20]2[N:7]([C:1]3[CH:2]=[CH:3][CH:4]=[CH:5][CH:6]=3)[C:8]3[CH:13]=[CH:12][CH:11]=[CH:10][C:9]=3[N:14]=2)=[CH:18][CH:17]=1. Given the reactants [C:1]1([NH:7][C:8]2[CH:13]=[CH:12][CH:11]=[CH:10][C:9]=2[NH2:14])[CH:6]=[CH:5][CH:4]=[CH:3][CH:2]=1.[Br:15][C:16]1[CH:23]=[CH:22][C:19]([CH:20]=O)=[CH:18][CH:17]=1.OOS([O-])=O.[K+].O, predict the reaction product. (3) Given the reactants C(=O)([O-])[O-].[Na+].[Na+].Cl[CH2:8][CH2:9][CH2:10][C:11]1[CH:12]=[C:13]2[C:18](=[CH:19][CH:20]=1)[NH:17][C:16](=[O:21])[CH2:15][C:14]2([CH3:23])[CH3:22].Cl.[N:25]1([C:31]2[C:39]3[C:34](=[CH:35][CH:36]=[CH:37][CH:38]=3)[NH:33][N:32]=2)[CH2:30][CH2:29][NH:28][CH2:27][CH2:26]1, predict the reaction product. The product is: [NH:33]1[C:34]2[C:39](=[CH:38][CH:37]=[CH:36][CH:35]=2)[C:31]([N:25]2[CH2:26][CH2:27][N:28]([CH2:8][CH2:9][CH2:10][C:11]3[CH:12]=[C:13]4[C:18](=[CH:19][CH:20]=3)[NH:17][C:16](=[O:21])[CH2:15][C:14]4([CH3:23])[CH3:22])[CH2:29][CH2:30]2)=[N:32]1. (4) Given the reactants [I:1][C:2]1[O:11][C:5]2[N:6]=[CH:7][NH:8][C:9](=O)[C:4]=2[C:3]=1[C:12]1[CH:17]=[CH:16][CH:15]=[CH:14][CH:13]=1.P(Cl)(Cl)([Cl:20])=O, predict the reaction product. The product is: [Cl:20][C:9]1[C:4]2[C:3]([C:12]3[CH:17]=[CH:16][CH:15]=[CH:14][CH:13]=3)=[C:2]([I:1])[O:11][C:5]=2[N:6]=[CH:7][N:8]=1. (5) The product is: [CH2:1]([O:8][CH2:9][C@H:10]1[CH2:15][O:14][C:13]2[CH:16]=[CH:17][C:18]([CH2:20][CH2:21][OH:22])=[CH:19][C:12]=2[O:11]1)[C:2]1[CH:3]=[CH:4][CH:5]=[CH:6][CH:7]=1. Given the reactants [CH2:1]([O:8][CH2:9][C@H:10]1[CH2:15][O:14][C:13]2[CH:16]=[CH:17][C:18]([CH2:20][CH2:21][O:22][Si](C(C)(C)C)(C)C)=[CH:19][C:12]=2[O:11]1)[C:2]1[CH:7]=[CH:6][CH:5]=[CH:4][CH:3]=1.[F-].C([N+](CCCC)(CCCC)CCCC)CCC, predict the reaction product.